From a dataset of Full USPTO retrosynthesis dataset with 1.9M reactions from patents (1976-2016). Predict the reactants needed to synthesize the given product. (1) Given the product [CH:1]1([C:4]2[CH:9]=[CH:8][CH:7]=[CH:6][C:5]=2[N:10]2[C:45](=[O:46])[CH:44]([CH3:49])[S:12]/[C:11]/2=[N:13]/[N:14]=[CH:15]\[C:16]2[CH:17]=[CH:18][C:19]([C:22]3[N:26]=[CH:25][N:24]([C:27]4[CH:28]=[CH:29][C:30]([O:33][C:34]([F:35])([F:37])[F:36])=[CH:31][CH:32]=4)[N:23]=3)=[CH:20][CH:21]=2)[CH2:3][CH2:2]1, predict the reactants needed to synthesize it. The reactants are: [CH:1]1([C:4]2[CH:9]=[CH:8][CH:7]=[CH:6][C:5]=2[NH:10][C:11]([NH:13]/[N:14]=[CH:15]/[C:16]2[CH:21]=[CH:20][C:19]([C:22]3[N:26]=[CH:25][N:24]([C:27]4[CH:32]=[CH:31][C:30]([O:33][C:34]([F:37])([F:36])[F:35])=[CH:29][CH:28]=4)[N:23]=3)=[CH:18][CH:17]=2)=[S:12])[CH2:3][CH2:2]1.C([O-])(=O)C.[Na+].Br[CH:44]([CH3:49])[C:45](OC)=[O:46]. (2) Given the product [Cl:37][C:38]1[CH:39]=[N:40][C:41]([N:23]2[CH2:24][CH2:25][CH:20]([O:19][C:15]3[C:14]([C:26]#[N:27])=[N:13][N:12]([C:9]4[CH:8]=[CH:7][C:6]([S:3]([CH3:2])(=[O:5])=[O:4])=[CH:11][CH:10]=4)[C:17](=[O:18])[CH:16]=3)[CH2:21][CH2:22]2)=[N:42][CH:43]=1, predict the reactants needed to synthesize it. The reactants are: Cl.[CH3:2][S:3]([C:6]1[CH:11]=[CH:10][C:9]([N:12]2[C:17](=[O:18])[CH:16]=[C:15]([O:19][CH:20]3[CH2:25][CH2:24][NH:23][CH2:22][CH2:21]3)[C:14]([C:26]#[N:27])=[N:13]2)=[CH:8][CH:7]=1)(=[O:5])=[O:4].CCN(C(C)C)C(C)C.[Cl:37][C:38]1[CH:39]=[N:40][C:41](I)=[N:42][CH:43]=1.CCOC(C)=O. (3) Given the product [Si:26]([O:25][C@@H:19]1[C@@:20]2([CH3:21])[C:15](=[CH:14][CH:13]=[C:12]3[C@@H:22]2[CH2:23][CH2:24][C@@:7]2([CH3:8])[C@H:9]3[CH2:10][CH:11]=[C:6]2[CH2:5][S:4][CH2:42][CH2:43][CH2:44][C:45]([CH2:56][CH3:57])([O:48][Si:49]([CH2:54][CH3:55])([CH2:52][CH3:53])[CH2:50][CH3:51])[CH2:46][CH3:47])[CH2:16][C@@H:17]([O:33][Si:34]([C:37]([CH3:40])([CH3:39])[CH3:38])([CH3:35])[CH3:36])[CH2:18]1)([C:29]([CH3:32])([CH3:31])[CH3:30])([CH3:28])[CH3:27], predict the reactants needed to synthesize it. The reactants are: C([S:4][CH2:5][C:6]1[C@:7]2([CH2:24][CH2:23][C@H:22]3[C:12](=[CH:13][CH:14]=[C:15]4[C@:20]3([CH3:21])[C@@H:19]([O:25][Si:26]([C:29]([CH3:32])([CH3:31])[CH3:30])([CH3:28])[CH3:27])[CH2:18][C@H:17]([O:33][Si:34]([C:37]([CH3:40])([CH3:39])[CH3:38])([CH3:36])[CH3:35])[CH2:16]4)[C@@H:9]2[CH2:10][CH:11]=1)[CH3:8])(=O)C.Br[CH2:42][CH2:43][CH2:44][C:45]([CH2:56][CH3:57])([O:48][Si:49]([CH2:54][CH3:55])([CH2:52][CH3:53])[CH2:50][CH3:51])[CH2:46][CH3:47].CO.[OH-].[K+]. (4) Given the product [F:13][C:2]([F:12])([F:1])[C:3]1[CH:8]=[CH:7][N:6]=[C:5]2[N:9]([Si:19]([CH:23]([CH3:25])[CH3:24])([CH:20]([CH3:22])[CH3:21])[CH:16]([CH3:18])[CH3:17])[CH:10]=[CH:11][C:4]=12, predict the reactants needed to synthesize it. The reactants are: [F:1][C:2]([F:13])([F:12])[C:3]1[CH:8]=[CH:7][N:6]=[C:5]2[NH:9][CH:10]=[CH:11][C:4]=12.[H-].[Na+].[CH:16]([Si:19](Cl)([CH:23]([CH3:25])[CH3:24])[CH:20]([CH3:22])[CH3:21])([CH3:18])[CH3:17].